Dataset: NCI-60 drug combinations with 297,098 pairs across 59 cell lines. Task: Regression. Given two drug SMILES strings and cell line genomic features, predict the synergy score measuring deviation from expected non-interaction effect. (1) Drug 1: CCC1(CC2CC(C3=C(CCN(C2)C1)C4=CC=CC=C4N3)(C5=C(C=C6C(=C5)C78CCN9C7C(C=CC9)(C(C(C8N6C)(C(=O)OC)O)OC(=O)C)CC)OC)C(=O)OC)O.OS(=O)(=O)O. Drug 2: COCCOC1=C(C=C2C(=C1)C(=NC=N2)NC3=CC=CC(=C3)C#C)OCCOC.Cl. Cell line: UO-31. Synergy scores: CSS=-1.86, Synergy_ZIP=5.20, Synergy_Bliss=0.800, Synergy_Loewe=-5.08, Synergy_HSA=-4.73. (2) Drug 1: CCC1=CC2CC(C3=C(CN(C2)C1)C4=CC=CC=C4N3)(C5=C(C=C6C(=C5)C78CCN9C7C(C=CC9)(C(C(C8N6C)(C(=O)OC)O)OC(=O)C)CC)OC)C(=O)OC.C(C(C(=O)O)O)(C(=O)O)O. Drug 2: C1C(C(OC1N2C=NC3=C(N=C(N=C32)Cl)N)CO)O. Cell line: BT-549. Synergy scores: CSS=51.9, Synergy_ZIP=-3.92, Synergy_Bliss=-4.32, Synergy_Loewe=-3.82, Synergy_HSA=-1.60.